Predict which catalyst facilitates the given reaction. From a dataset of Catalyst prediction with 721,799 reactions and 888 catalyst types from USPTO. (1) Reactant: C1(P(C2C=CC=CC=2)C2C=CC=CC=2)C=CC=CC=1.N1C=CN=C1.[I-:25].[O:26]1[CH2:31][CH2:30][CH2:29][CH2:28][CH:27]1[O:32][CH2:33][C:34]#[C:35][CH2:36]O. Product: [O:26]1[CH2:31][CH2:30][CH2:29][CH2:28][CH:27]1[O:32][CH2:33][C:34]#[C:35][CH2:36][I:25]. The catalyst class is: 4. (2) Reactant: [Cl:1][C:2]1[C:6]([Cl:7])=[C:5]([C:8]([C:11]2[CH:15]=[CH:14][S:13][CH:12]=2)=[N:9][OH:10])[S:4][N:3]=1.Cl[CH2:17][C:18]1[N:23]=[C:22]([NH2:24])[CH:21]=[CH:20][N:19]=1.[I-].[K+].N12CCCC1=NCCC2. Product: [Cl:1][C:2]1[C:6]([Cl:7])=[C:5]([C:8](=[N:9][O:10][CH2:17][C:18]2[N:23]=[C:22]([NH2:24])[CH:21]=[CH:20][N:19]=2)[C:11]2[CH:15]=[CH:14][S:13][CH:12]=2)[S:4][N:3]=1. The catalyst class is: 10. (3) Product: [CH2:1]([O:3][C:4](=[O:8])[CH:5]([C:6]#[N:7])[C:14](=[S:15])[NH:13][CH2:12][CH2:11][O:10][CH3:9])[CH3:2]. The catalyst class is: 66. Reactant: [CH2:1]([O:3][C:4](=[O:8])[CH2:5][C:6]#[N:7])[CH3:2].[CH3:9][O:10][CH2:11][CH2:12][N:13]=[C:14]=[S:15]. (4) Reactant: [C:1]([O:4][CH:5]([C:10]([O:12][CH3:13])=[O:11])[CH2:6][C:7](O)=[O:8])(=[O:3])[CH3:2].C(O)(=O)CC(CC(O)=O)(C(O)=O)O. Product: [C:1]([O:4][CH:5]([CH2:6][CH2:7][OH:8])[C:10]([O:12][CH3:13])=[O:11])(=[O:3])[CH3:2]. The catalyst class is: 7.